Dataset: Forward reaction prediction with 1.9M reactions from USPTO patents (1976-2016). Task: Predict the product of the given reaction. (1) Given the reactants [Cl:1][C:2]1[CH:7]=[CH:6][C:5]([C:8]2[CH:13]=[CH:12][CH:11]=[CH:10][C:9]=2[O:14][C@H:15]([CH3:20])[C:16]([O:18]C)=[O:17])=[CH:4][C:3]=1[C:21]([NH:23][CH2:24][C:25]12[CH2:34][CH:29]3[CH2:30][CH:31]([CH2:33][CH:27]([CH2:28]3)[CH2:26]1)[CH2:32]2)=[O:22].[OH-].[K+].CO, predict the reaction product. The product is: [Cl:1][C:2]1[CH:7]=[CH:6][C:5]([C:8]2[CH:13]=[CH:12][CH:11]=[CH:10][C:9]=2[O:14][C@H:15]([CH3:20])[C:16]([OH:18])=[O:17])=[CH:4][C:3]=1[C:21]([NH:23][CH2:24][C:25]12[CH2:32][CH:31]3[CH2:33][CH:27]([CH2:28][CH:29]([CH2:30]3)[CH2:34]1)[CH2:26]2)=[O:22]. (2) Given the reactants C(O[C:9]([N:11]([CH2:13][C:14]1[C:22]2[C:17](=[CH:18][CH:19]=[CH:20][CH:21]=2)[N:16]([CH2:23][CH3:24])[CH:15]=1)C)=O)C1C=CC=CC=1.C(OC(N(CC1C2C(=CC=CC=2)N(CC2C=CC=CC=2)C=1)C)=O)C1C=CC=CC=1, predict the reaction product. The product is: [CH2:23]([N:16]1[C:17]2[C:22](=[CH:21][CH:20]=[CH:19][CH:18]=2)[C:14]([CH2:13][NH:11][CH3:9])=[CH:15]1)[CH3:24]. (3) Given the reactants [C:1]([O:5][C:6]([C:8]1[S:12][C:11]([N:13]2[CH2:18][CH2:17][NH:16][C@@H:15]([C:19](=[O:31])[NH:20][CH2:21][C:22]3[CH:27]=[CH:26][C:25]([CH2:28][CH2:29][CH3:30])=[CH:24][CH:23]=3)[CH2:14]2)=[N:10][C:9]=1[CH3:32])=[O:7])([CH3:4])([CH3:3])[CH3:2].[F:33][C:34]1[CH:39]=[C:38]([O:40][C:41]([F:44])([F:43])[F:42])[CH:37]=[CH:36][C:35]=1[S:45](Cl)(=[O:47])=[O:46], predict the reaction product. The product is: [C:1]([O:5][C:6]([C:8]1[S:12][C:11]([N:13]2[CH2:18][CH2:17][N:16]([S:45]([C:35]3[CH:36]=[CH:37][C:38]([O:40][C:41]([F:42])([F:43])[F:44])=[CH:39][C:34]=3[F:33])(=[O:47])=[O:46])[C@@H:15]([C:19](=[O:31])[NH:20][CH2:21][C:22]3[CH:23]=[CH:24][C:25]([CH2:28][CH2:29][CH3:30])=[CH:26][CH:27]=3)[CH2:14]2)=[N:10][C:9]=1[CH3:32])=[O:7])([CH3:3])([CH3:4])[CH3:2]. (4) Given the reactants Cl.[NH2:2][NH2:3].CCO/[CH:7]=[CH:8]/[C:9]([C:11]([F:14])([F:13])[F:12])=O.FC(F)(F)C(Cl)=O.C(OCC)=C, predict the reaction product. The product is: [F:12][C:11]([F:14])([F:13])[C:9]1[CH:8]=[CH:7][NH:3][N:2]=1. (5) Given the reactants [CH3:1][N:2]([CH3:18])[C:3]1[N:8]=[CH:7][C:6](B2OC(C)(C)C(C)(C)O2)=[CH:5][N:4]=1.Br[C:20]1[CH:29]=[CH:28][C:27]2[N:26]=[CH:25][C:24]3[N:30]([CH3:42])[C:31](=[O:41])[N:32]([C:33]4[C:34]([O:39][CH3:40])=[N:35][CH:36]=[CH:37][CH:38]=4)[C:23]=3[C:22]=2[CH:21]=1, predict the reaction product. The product is: [CH3:18][N:2]([CH3:1])[C:3]1[N:4]=[CH:5][C:6]([C:20]2[CH:29]=[CH:28][C:27]3[N:26]=[CH:25][C:24]4[N:30]([CH3:42])[C:31](=[O:41])[N:32]([C:33]5[C:34]([O:39][CH3:40])=[N:35][CH:36]=[CH:37][CH:38]=5)[C:23]=4[C:22]=3[CH:21]=2)=[CH:7][N:8]=1.